From a dataset of Catalyst prediction with 721,799 reactions and 888 catalyst types from USPTO. Predict which catalyst facilitates the given reaction. (1) Reactant: [CH3:1][C:2]1[CH:7]=[C:6]([C:8]#[C:9][C:10]2[CH:15]=[CH:14][CH:13]=[CH:12][CH:11]=2)[CH:5]=[CH:4][C:3]=1[NH2:16].[CH3:17][C:18]1[O:19][C:20](=O)[C:21]2[CH:27]=[CH:26][CH:25]=[CH:24][C:22]=2[N:23]=1. Product: [CH3:17][C:18]1[N:16]([C:3]2[CH:4]=[CH:5][C:6]([C:8]#[C:9][C:10]3[CH:11]=[CH:12][CH:13]=[CH:14][CH:15]=3)=[CH:7][C:2]=2[CH3:1])[C:20](=[O:19])[C:21]2[C:22](=[CH:24][CH:25]=[CH:26][CH:27]=2)[N:23]=1. The catalyst class is: 15. (2) Reactant: [CH3:1][C:2]1[CH:3]=[C:4]([CH:8]([C:10]2[CH:15]=[C:14]([CH3:16])[CH:13]=[CH:12][N:11]=2)[OH:9])[O:5][C:6]=1[CH3:7]. Product: [CH3:1][C:2]1[CH:3]=[C:4]([C:8]([C:10]2[CH:15]=[C:14]([CH3:16])[CH:13]=[CH:12][N:11]=2)=[O:9])[O:5][C:6]=1[CH3:7]. The catalyst class is: 428. (3) Reactant: [Si]([O:8][CH2:9][CH2:10][NH:11][CH:12]1[CH2:16][CH2:15][N:14]([C:17]2[CH:30]=[C:29]([O:31][CH3:32])[C:28]([O:33][CH3:34])=[CH:27][C:18]=2/[CH:19]=[C:20]2/[C:21](=[O:26])[NH:22][C:23](=[O:25])[S:24]/2)[CH2:13]1)(C(C)(C)C)(C)C. Product: [OH:8][CH2:9][CH2:10][NH:11][CH:12]1[CH2:16][CH2:15][N:14]([C:17]2[CH:30]=[C:29]([O:31][CH3:32])[C:28]([O:33][CH3:34])=[CH:27][C:18]=2/[CH:19]=[C:20]2/[C:21](=[O:26])[NH:22][C:23](=[O:25])[S:24]/2)[CH2:13]1. The catalyst class is: 209. (4) Reactant: [F:1][C:2]1[CH:3]=[C:4]([CH:19]=[C:20]([F:22])[CH:21]=1)[C:5]([C:7]12[CH2:14][CH2:13][C:10]([C:15]([O:17]C)=[O:16])([CH2:11][CH2:12]1)[CH2:9][CH2:8]2)=[O:6].[OH-].[Na+].O. Product: [F:1][C:2]1[CH:3]=[C:4]([CH:19]=[C:20]([F:22])[CH:21]=1)[C:5]([C:7]12[CH2:8][CH2:9][C:10]([C:15]([OH:17])=[O:16])([CH2:13][CH2:14]1)[CH2:11][CH2:12]2)=[O:6]. The catalyst class is: 5. (5) Reactant: [NH2:1][C:2]1[CH:7]=[CH:6][C:5]([OH:8])=[C:4]([F:9])[CH:3]=1.C(=O)([O-])O.[Na+].Cl[C:16]([O:18][CH2:19][C:20]1[CH:25]=[CH:24][CH:23]=[CH:22][CH:21]=1)=[O:17].Cl. Product: [F:9][C:4]1[CH:3]=[C:2]([NH:1][C:16](=[O:17])[O:18][CH2:19][C:20]2[CH:25]=[CH:24][CH:23]=[CH:22][CH:21]=2)[CH:7]=[CH:6][C:5]=1[OH:8]. The catalyst class is: 30. (6) The catalyst class is: 682. Product: [CH3:9][O:10][C:11]1[CH:18]=[CH:17][C:14]([CH2:15][O:16][C:4]2[CH:3]=[C:2]([NH2:1])[CH:7]=[CH:6][N:5]=2)=[CH:13][CH:12]=1. Reactant: [NH2:1][C:2]1[CH:7]=[CH:6][N:5]=[C:4](Cl)[CH:3]=1.[CH3:9][O:10][C:11]1[CH:18]=[CH:17][C:14]([CH2:15][OH:16])=[CH:13][CH:12]=1.[OH-].[Na+]. (7) Reactant: [CH3:1][C:2]([NH:10][C:11]1[N:16]=[C:15]([NH:17][NH2:18])[C:14]([C:19]2[CH:24]=[CH:23][C:22]([F:25])=[CH:21][CH:20]=2)=[C:13]([C:26]2[CH:31]=[CH:30][N:29]=[CH:28][CH:27]=2)[N:12]=1)([C:4]1[CH:9]=[CH:8][CH:7]=[CH:6][CH:5]=1)[CH3:3].[CH3:32]OC(OC)OC.FC(F)(F)C(O)=O. Product: [F:25][C:22]1[CH:23]=[CH:24][C:19]([C:14]2[C:15]3[N:16]([CH:32]=[N:18][N:17]=3)[C:11]([NH:10][C:2]([C:4]3[CH:5]=[CH:6][CH:7]=[CH:8][CH:9]=3)([CH3:1])[CH3:3])=[N:12][C:13]=2[C:26]2[CH:27]=[CH:28][N:29]=[CH:30][CH:31]=2)=[CH:20][CH:21]=1. The catalyst class is: 2.